This data is from NCI-60 drug combinations with 297,098 pairs across 59 cell lines. The task is: Regression. Given two drug SMILES strings and cell line genomic features, predict the synergy score measuring deviation from expected non-interaction effect. Drug 1: CC12CCC(CC1=CCC3C2CCC4(C3CC=C4C5=CN=CC=C5)C)O. Drug 2: C1=CC=C(C(=C1)C(C2=CC=C(C=C2)Cl)C(Cl)Cl)Cl. Cell line: K-562. Synergy scores: CSS=20.7, Synergy_ZIP=1.01, Synergy_Bliss=3.87, Synergy_Loewe=-8.99, Synergy_HSA=3.14.